The task is: Predict the reactants needed to synthesize the given product.. This data is from Full USPTO retrosynthesis dataset with 1.9M reactions from patents (1976-2016). (1) Given the product [CH3:1][N:2]([C:14]1[CH:15]=[CH:16][CH:17]=[C:18]2[C:22]=1[NH:21][C:20]([C:23]1[S:24][CH:25]=[CH:26][N:27]=1)=[CH:19]2)[S:3]([C:6]1[CH:10]=[CH:9][S:8][C:7]=1[C:11]([N:50]1[CH2:55][CH2:54][O:53][CH2:52][CH2:51]1)=[O:12])(=[O:5])=[O:4], predict the reactants needed to synthesize it. The reactants are: [CH3:1][N:2]([C:14]1[CH:15]=[CH:16][CH:17]=[C:18]2[C:22]=1[NH:21][C:20]([C:23]1[S:24][CH:25]=[CH:26][N:27]=1)=[CH:19]2)[S:3]([C:6]1[CH:10]=[CH:9][S:8][C:7]=1[C:11](O)=[O:12])(=[O:5])=[O:4].N1(O)C2C=CC=CC=2N=N1.Cl.CN(C)CCCN=C=NCC.[NH:50]1[CH2:55][CH2:54][O:53][CH2:52][CH2:51]1.Cl. (2) Given the product [CH3:7][O:8][C:9]1[CH:10]=[CH:11][C:12]([CH2:13][O:14][C@H:15]2[CH2:20][N:19]([S:21]([C:24]3[CH:25]=[CH:26][C:27]([CH3:30])=[CH:28][CH:29]=3)(=[O:22])=[O:23])[C@H:18]([CH:31]=[O:32])[CH2:17][CH2:16]2)=[CH:33][CH:34]=1, predict the reactants needed to synthesize it. The reactants are: C(Cl)(=O)C(Cl)=O.[CH3:7][O:8][C:9]1[CH:34]=[CH:33][C:12]([CH2:13][O:14][C@H:15]2[CH2:20][N:19]([S:21]([C:24]3[CH:29]=[CH:28][C:27]([CH3:30])=[CH:26][CH:25]=3)(=[O:23])=[O:22])[C@H:18]([CH2:31][OH:32])[CH2:17][CH2:16]2)=[CH:11][CH:10]=1.C(N(CC)CC)C.Cl. (3) Given the product [CH3:20][O:21][C:22]1[CH:37]=[CH:36][CH:35]=[CH:34][C:23]=1[CH2:24][NH:25][C:26]([C@@H:28]1[CH2:33][CH2:32][CH2:31][N:30]([C:2]2[CH:10]=[CH:9][CH:8]=[C:7]3[C:3]=2[C:4](=[O:19])[N:5]([CH2:12][CH:13]2[CH2:18][CH2:17][O:16][CH2:15][CH2:14]2)[C:6]3=[O:11])[CH2:29]1)=[O:27], predict the reactants needed to synthesize it. The reactants are: F[C:2]1[CH:10]=[CH:9][CH:8]=[C:7]2[C:3]=1[C:4](=[O:19])[N:5]([CH2:12][CH:13]1[CH2:18][CH2:17][O:16][CH2:15][CH2:14]1)[C:6]2=[O:11].[CH3:20][O:21][C:22]1[CH:37]=[CH:36][CH:35]=[CH:34][C:23]=1[CH2:24][NH:25][C:26]([C@@H:28]1[CH2:33][CH2:32][CH2:31][NH:30][CH2:29]1)=[O:27].C(=O)([O-])[O-].[Cs+].[Cs+]. (4) Given the product [C:19]([CH2:20][N:21]([CH2:22][C:23]([OH:25])=[O:24])[C:13]([C:4]1[N:3]=[C:2]([Cl:1])[C:11]2[C:6]([C:5]=1[OH:12])=[CH:7][CH:8]=[CH:9][CH:10]=2)=[O:15])([OH:28])=[O:18], predict the reactants needed to synthesize it. The reactants are: [Cl:1][C:2]1[C:11]2[C:6](=[CH:7][CH:8]=[CH:9][CH:10]=2)[C:5]([OH:12])=[C:4]([C:13]([OH:15])=O)[N:3]=1.C([O:18][C:19](=[O:28])[CH2:20][NH:21][CH2:22][C:23]([O:25]CC)=[O:24])C. (5) Given the product [CH3:29][S:26]([O:1][CH2:2][C@@H:3]([NH:11][C:12]([O:13][C:14]([CH3:15])([CH3:17])[CH3:16])=[O:18])[CH2:4][C@H:5]1[CH2:10][CH2:9][CH2:8][O:7][CH2:6]1)(=[O:28])=[O:27], predict the reactants needed to synthesize it. The reactants are: [OH:1][CH2:2][C@@H:3]([NH:11][C:12](=[O:18])[O:13][C:14]([CH3:17])([CH3:16])[CH3:15])[CH2:4][C@H:5]1[CH2:10][CH2:9][CH2:8][O:7][CH2:6]1.C(N(CC)CC)C.[S:26](Cl)([CH3:29])(=[O:28])=[O:27]. (6) Given the product [CH3:11][C:8]1[CH2:9][CH:10]=[C:5]([CH:12]([CH3:14])[CH3:13])[CH2:6][CH:7]=1, predict the reactants needed to synthesize it. The reactants are: O=O.N#N.[C:5]1([CH:12]([CH3:14])[CH3:13])[CH:10]=[CH:9][C:8]([CH3:11])=[CH:7][CH:6]=1. (7) Given the product [F:19][C:12]1[CH:13]=[CH:14][CH:15]=[C:16]([O:17][CH3:18])[C:11]=1[CH:2]1[N:1]([CH2:31][C:29]2[N:30]=[C:26]([C:23]3[CH:24]=[CH:25][C:20]([CH3:33])=[CH:21][CH:22]=3)[S:27][CH:28]=2)[C:5](=[O:7])[CH:4]([CH3:10])[CH2:3]1, predict the reactants needed to synthesize it. The reactants are: [NH2:1][CH:2]([C:11]1[C:16]([O:17][CH3:18])=[CH:15][CH:14]=[CH:13][C:12]=1[F:19])[CH2:3][CH:4]([CH3:10])[C:5]([O:7]CC)=O.[C:20]1([CH3:33])[CH:25]=[CH:24][C:23]([C:26]2[S:27][CH:28]=[C:29]([CH:31]=O)[N:30]=2)=[CH:22][CH:21]=1.